From a dataset of Full USPTO retrosynthesis dataset with 1.9M reactions from patents (1976-2016). Predict the reactants needed to synthesize the given product. Given the product [CH3:1][O:2][C:3]([NH:4][CH:5]([CH:6]([CH3:8])[CH3:7])[C:9]([N:11]1[CH2:15][CH2:14][CH2:13][CH:12]1[C:16]1[NH:17][C:18]([C:21]2[CH:22]=[C:23]3[C:32]([C:31]4[CH:30]=[CH:29][C:28]([C:42](=[O:44])[CH2:43][O:77][C:76]([CH:75]5[CH:74]6[CH2:79][CH:71]([CH2:72][CH2:73]6)[N:70]5[C:68]([O:67][C:63]([CH3:66])([CH3:64])[CH3:65])=[O:69])=[O:78])=[CH:27][C:26]=4[CH2:25][CH2:24]3)=[CH:33][CH:34]=2)=[CH:19][N:20]=1)=[O:10])=[O:36], predict the reactants needed to synthesize it. The reactants are: [CH3:1][O:2][C:3](=[O:36])[NH:4][CH:5]([C:9]([N:11]1[CH2:15][CH2:14][CH2:13][CH:12]1[C:16]1[NH:17][C:18]([C:21]2[CH:34]=[CH:33][C:32]3[C:31]4[C:26](=[CH:27][C:28](Br)=[CH:29][CH:30]=4)[CH2:25][CH2:24][C:23]=3[CH:22]=2)=[CH:19][N:20]=1)=[O:10])[CH:6]([CH3:8])[CH3:7].C([Sn](CCCC)(CCCC)[C:42]([O:44]CC)=[CH2:43])CCC.C1C(=O)N(Br)C(=O)C1.[C:63]([O:67][C:68]([N:70]1[CH:75]([C:76]([OH:78])=[O:77])[CH:74]2[CH2:79][CH:71]1[CH2:72][CH2:73]2)=[O:69])([CH3:66])([CH3:65])[CH3:64].CCN(C(C)C)C(C)C.